From a dataset of Full USPTO retrosynthesis dataset with 1.9M reactions from patents (1976-2016). Predict the reactants needed to synthesize the given product. (1) Given the product [F:12][C:13]1[CH:14]=[C:15]([CH:16]=[CH:17][CH:18]=1)[O:19][C:2]1[CH:3]=[C:4]([CH:7]2[O:11][CH2:10][CH2:9][O:8]2)[S:5][CH:6]=1, predict the reactants needed to synthesize it. The reactants are: Br[C:2]1[CH:3]=[C:4]([CH:7]2[O:11][CH2:10][CH2:9][O:8]2)[S:5][CH:6]=1.[F:12][C:13]1[CH:14]=[C:15]([OH:19])[CH:16]=[CH:17][CH:18]=1.CC(C)(C(=O)CC(=O)C(C)(C)C)C.C(=O)([O-])[O-].[Cs+].[Cs+]. (2) Given the product [C:27]([C:14]1[N:11]2[CH2:12][CH2:13][N:8]([C:6]([O:5][C:1]([CH3:3])([CH3:2])[CH3:4])=[O:7])[CH2:9][C:10]2=[C:16]([C:17]([N:31]2[CH:35]=[CH:34][N:33]=[CH:32]2)=[O:18])[C:15]=1[C:20]1[CH:25]=[CH:24][CH:23]=[C:22]([F:26])[CH:21]=1)#[N:28], predict the reactants needed to synthesize it. The reactants are: [C:1]([O:5][C:6]([N:8]1[CH2:13][CH2:12][N:11]2[C:14]([C:27]#[N:28])=[C:15]([C:20]3[CH:25]=[CH:24][CH:23]=[C:22]([F:26])[CH:21]=3)[C:16]([C:17](O)=[O:18])=[C:10]2[CH2:9]1)=[O:7])([CH3:4])([CH3:3])[CH3:2].C([N:31]1[CH:35]=[CH:34][N:33]=[CH:32]1)([N:31]1[CH:35]=[CH:34][N:33]=[CH:32]1)=O.